Task: Predict the reactants needed to synthesize the given product.. Dataset: Full USPTO retrosynthesis dataset with 1.9M reactions from patents (1976-2016) (1) Given the product [S:15]1[C:16]2[CH:22]=[CH:21][CH:20]=[CH:19][C:17]=2[N:18]=[C:14]1[NH:13][C:1]([N:36]1[CH2:37][CH2:38][CH:33]([N:32]([CH2:31][C:25]2[C:24]([CH3:23])=[CH:29][C:28]([CH3:30])=[CH:27][N:26]=2)[CH2:39][C:40]2[C:45]([CH:46]([CH3:48])[CH3:47])=[CH:44][CH:43]=[CH:42][N:41]=2)[CH2:34][CH2:35]1)=[O:2], predict the reactants needed to synthesize it. The reactants are: [C:1](N1C=CN=C1)(N1C=CN=C1)=[O:2].[NH2:13][C:14]1[S:15][C:16]2[CH:22]=[CH:21][CH:20]=[CH:19][C:17]=2[N:18]=1.[CH3:23][C:24]1[C:25]([CH2:31][N:32]([CH2:39][C:40]2[C:45]([CH:46]([CH3:48])[CH3:47])=[CH:44][CH:43]=[CH:42][N:41]=2)[CH:33]2[CH2:38][CH2:37][NH:36][CH2:35][CH2:34]2)=[N:26][CH:27]=[C:28]([CH3:30])[CH:29]=1. (2) Given the product [Cl:21][C:16]1[CH:15]=[C:14]([N:4]2[C:5](=[O:13])[C:6]([C:7]3[CH:12]=[CH:11][CH:10]=[CH:9][CH:8]=3)=[C:2]([N:23]3[CH2:28][CH2:27][O:26][CH2:25][CH2:24]3)[C:3]2=[O:22])[CH:19]=[CH:18][C:17]=1[Cl:20], predict the reactants needed to synthesize it. The reactants are: Cl[C:2]1[C:3](=[O:22])[N:4]([C:14]2[CH:19]=[CH:18][C:17]([Cl:20])=[C:16]([Cl:21])[CH:15]=2)[C:5](=[O:13])[C:6]=1[C:7]1[CH:12]=[CH:11][CH:10]=[CH:9][CH:8]=1.[NH:23]1[CH2:28][CH2:27][O:26][CH2:25][CH2:24]1. (3) Given the product [Cl:7][CH:5]([O:4][C:2]([N:18]1[CH2:17][CH2:16][N:15]([C:8]([O:10][C:11]([CH3:14])([CH3:13])[CH3:12])=[O:9])[CH2:20][CH2:19]1)=[O:3])[CH3:6], predict the reactants needed to synthesize it. The reactants are: Cl[C:2]([O:4][CH:5]([Cl:7])[CH3:6])=[O:3].[C:8]([N:15]1[CH2:20][CH2:19][NH:18][CH2:17][CH2:16]1)([O:10][C:11]([CH3:14])([CH3:13])[CH3:12])=[O:9].N1C=CC=CC=1. (4) Given the product [F:1][C:2]([F:7])([F:6])[C:3]([OH:5])=[O:4].[CH2:8]([N:11]([CH3:41])[C:12]([CH2:14][O:15][C:16]1[CH:17]=[C:18]([CH:38]=[CH:39][CH:40]=1)[C:19]([C:21]1[C:30]2[C:25](=[CH:26][C:27]([O:33][CH3:34])=[C:28]([O:31][CH3:32])[CH:29]=2)[C:24]([C:35]([OH:37])=[O:36])=[CH:23][N:22]=1)=[O:20])=[O:13])[CH3:9], predict the reactants needed to synthesize it. The reactants are: [F:1][C:2]([F:7])([F:6])[C:3]([OH:5])=[O:4].[CH:8]([NH:11][C:12]([CH2:14][O:15][C:16]1[CH:17]=[C:18]([CH:38]=[CH:39][CH:40]=1)[C:19]([C:21]1[C:30]2[C:25](=[CH:26][C:27]([O:33][CH3:34])=[C:28]([O:31][CH3:32])[CH:29]=2)[C:24]([C:35]([OH:37])=[O:36])=[CH:23][N:22]=1)=[O:20])=[O:13])(C)[CH3:9].[CH2:41](NC)C. (5) Given the product [N:19]1[CH:20]=[CH:21][CH:22]=[C:17]([CH2:6][N:8]2[CH2:9][CH2:10][NH:11][CH2:12][CH2:13]2)[CH:18]=1, predict the reactants needed to synthesize it. The reactants are: C(O[C:6]([N:8]1[CH2:13][CH2:12][NH:11][CH2:10][CH2:9]1)=O)(C)(C)C.Cl.ClC[C:17]1[CH:18]=[N:19][CH:20]=[CH:21][CH:22]=1.C(=O)([O-])[O-].[Cs+].[Cs+].C(O)(C(F)(F)F)=O.